From a dataset of Reaction yield outcomes from USPTO patents with 853,638 reactions. Predict the reaction yield, written as a fraction of the theoretical maximum amount of product (1.0 means a 100% yield; for example, 0.34 means a 34% yield). (1) The reactants are [O:1]1[C:5]2[CH:6]=[CH:7][C:8]([C:10]3([C:13]([OH:15])=[O:14])[CH2:12][CH2:11]3)=[CH:9][C:4]=2[CH:3]=[CH:2]1. The catalyst is CO.O=[Pt]=O. The product is [O:1]1[C:5]2[CH:6]=[CH:7][C:8]([C:10]3([C:13]([OH:15])=[O:14])[CH2:12][CH2:11]3)=[CH:9][C:4]=2[CH2:3][CH2:2]1. The yield is 0.470. (2) The reactants are [Cl:1][C:2]1[CH:7]=[CH:6][N:5]=[C:4]([N:8]2[CH2:20][CH2:19][N:11]3[C:12]4[CH2:13][CH2:14][CH2:15][CH2:16][C:17]=4[CH:18]=[C:10]3[C:9]2=[O:21])[C:3]=1[CH2:22][OH:23].C(N(CC)CC)C.[C:31](Cl)(=[O:33])[CH3:32]. The catalyst is ClCCl. The product is [C:31]([O:23][CH2:22][C:3]1[C:4]([N:8]2[CH2:20][CH2:19][N:11]3[C:12]4[CH2:13][CH2:14][CH2:15][CH2:16][C:17]=4[CH:18]=[C:10]3[C:9]2=[O:21])=[N:5][CH:6]=[CH:7][C:2]=1[Cl:1])(=[O:33])[CH3:32]. The yield is 0.940. (3) The reactants are [C:1]([OH:6])(=[O:5])[C:2]([CH3:4])=[CH2:3].[O:7]1[CH2:12][CH2:11][CH2:10][CH:9]=[CH:8]1. The catalyst is CS(O)(=O)=O. The product is [C:1]([O:6][CH:8]1[CH2:9][CH2:10][CH2:11][CH2:12][O:7]1)(=[O:5])[C:2]([CH3:4])=[CH2:3]. The yield is 0.720. (4) The reactants are [C:1]([C:4]1[CH:9]=[CH:8][C:7]([S:10]([NH2:13])(=[O:12])=[O:11])=[CH:6][CH:5]=1)(=[O:3])[CH3:2].[NH2:14][C:15]1[CH:20]=[CH:19][CH:18]=[CH:17][C:16]=1[C:21]#[C:22][C:23]1[C:24]([O:33][CH3:34])=[CH:25][C:26]([O:31][CH3:32])=[C:27]([CH:30]=1)[CH:28]=O. No catalyst specified. The product is [NH2:14][C:15]1[CH:20]=[CH:19][CH:18]=[CH:17][C:16]=1[C:21]#[C:22][C:23]1[C:24]([O:33][CH3:34])=[CH:25][C:26]([O:31][CH3:32])=[C:27](/[CH:28]=[CH:2]/[C:1]([C:4]2[CH:5]=[CH:6][C:7]([S:10]([NH2:13])(=[O:11])=[O:12])=[CH:8][CH:9]=2)=[O:3])[CH:30]=1. The yield is 0.826.